From a dataset of Full USPTO retrosynthesis dataset with 1.9M reactions from patents (1976-2016). Predict the reactants needed to synthesize the given product. (1) Given the product [CH3:31][N:32]([CH3:33])[CH2:34][C:35]([NH:1][C:2]1[CH:3]=[C:4]([C:20]2[N:21]=[C:22]([C:25]3[CH:30]=[CH:29][N:28]=[CH:27][CH:26]=3)[S:23][CH:24]=2)[C:5](=[O:19])[NH:6][C:7]=1[CH2:8][CH3:9])=[O:36], predict the reactants needed to synthesize it. The reactants are: [NH2:1][C:2]1[CH:3]=[C:4]([C:20]2[N:21]=[C:22]([C:25]3[CH:30]=[CH:29][N:28]=[CH:27][CH:26]=3)[S:23][CH:24]=2)[C:5](=[O:19])[N:6](CC2C=CC(OC)=CC=2)[C:7]=1[CH2:8][CH3:9].[CH3:31][N:32]([CH2:34][C:35](O)=[O:36])[CH3:33].COC1C=C(S)C=CC=1.C(O)(C(F)(F)F)=O. (2) The reactants are: [N+:1]([C:4]1[CH:8]=[C:7]([C:9]([OH:11])=[O:10])[NH:6][N:5]=1)([O-])=O.CC1C(=O)NC(=O)N(C2OC(COP(OC3C(CO)OC(N4C(=O)N=C(N)C=C4)C3)(O)=S)C(OP(OCC3OC(N4C5N=C(N)NC(=O)C=5N=C4)CC3OP(OCC3OC(N4C(=O)N=C(N)C=C4)CC3OP(OCC3OC(N4C(=O)N=C(N)C=C4)CC3OP(OCC3OC(N4C5N=CN=C(N)C=5N=C4)CC3OP(OCC3OC(N4C(=O)N=C(N)C=C4)CC3OP(OCC3OC(N4C5N=C(N)NC(=O)C=5N=C4)CC3OP(OCC3OC(N4C(=O)NC(=O)C(C)=C4)CC3OP(OCC3OC(N4C(=O)NC(=O)C(C)=C4)CC3OP(OCC3OC(N4C(=O)N=C(N)C=C4)CC3OP(OCC3OC(N4C(=O)NC(=O)C(C)=C4)CC3OP(OCC3OC(N4C(=O)N=C(N)C=C4)CC3OP(OCC3OC(N4C(=O)NC(=O)C(C)=C4)CC3OP(OCC3OC(N4C(=O)NC(=O)C(C)=C4)CC3OP(OCC3OC(N4C5N=C(N)NC(=O)C=5N=C4)CC3OP(OCC3OC(N4C(=O)N=C(N)C=C4)CC3OP(OCC3OC(N4C5N=CN=C(N)C=5N=C4)C(OC)C3OP(OCC3OC(N4C(=O)N=C(N)C=C4)C(OC)C3OP(OCC3OC(N4C(=O)N=C(N)C=C4)C(OC)C3O)(O)=S)(O)=S)(O)=S)(O)=S)(O)=S)(O)=S)(O)=S)(O)=S)(O)=S)(O)=S)(O)=S)(O)=S)(O)=S)(O)=S)(O)=S)(O)=S)(O)=S)(O)=S)C2)C=1. Given the product [NH2:1][C:4]1[NH:5][N:6]=[C:7]([C:9]([OH:11])=[O:10])[CH:8]=1, predict the reactants needed to synthesize it. (3) Given the product [CH3:1][O:2][C:3]1[CH:8]=[CH:7][C:6]([N:9]2[CH2:14][CH2:13][N:12]([CH2:49][CH:50]3[CH2:36][CH2:35][O:37][CH2:52][CH2:51]3)[CH2:11][CH2:10]2)=[C:5]([CH:15]2[CH2:20][C:19]([CH3:22])([CH3:21])[CH2:18][C:17]([CH3:24])([CH3:23])[CH2:16]2)[CH:4]=1, predict the reactants needed to synthesize it. The reactants are: [CH3:1][O:2][C:3]1[CH:8]=[CH:7][C:6]([N:9]2[CH2:14][CH2:13][NH:12][CH2:11][CH2:10]2)=[C:5]([CH:15]2[CH2:20][C:19]([CH3:22])([CH3:21])[CH2:18][C:17]([CH3:24])([CH3:23])[CH2:16]2)[CH:4]=1.C(O[BH-](O[C:35](=[O:37])[CH3:36])OC(=O)C)(=O)C.[Na+].C(O)(=O)C.C(=O)([O-])O.[Na+].O1[CH2:52][CH2:51][CH2:50][CH2:49]1.